From a dataset of Forward reaction prediction with 1.9M reactions from USPTO patents (1976-2016). Predict the product of the given reaction. Given the reactants [CH3:1][C:2]1[CH:7]=[CH:6][CH:5]=[CH:4][C:3]=1[NH:8][C:9]1[S:10][C:11]2[CH:17]=[C:16]([CH2:18][C:19]([O:21]CC)=[O:20])[CH:15]=[CH:14][C:12]=2[N:13]=1.[OH-].[Na+], predict the reaction product. The product is: [CH3:1][C:2]1[CH:7]=[CH:6][CH:5]=[CH:4][C:3]=1[NH:8][C:9]1[S:10][C:11]2[CH:17]=[C:16]([CH2:18][C:19]([OH:21])=[O:20])[CH:15]=[CH:14][C:12]=2[N:13]=1.